This data is from Reaction yield outcomes from USPTO patents with 853,638 reactions. The task is: Predict the reaction yield, written as a fraction of the theoretical maximum amount of product (1.0 means a 100% yield; for example, 0.34 means a 34% yield). The reactants are [CH3:1][O:2][C:3]1[CH:8]=[CH:7][C:6]([C:9]2[O:13][C:12]([C:14]([N:16]3[CH2:19][CH:18]([O:20][C:21]4[CH:28]=[CH:27][C:24]([CH:25]=O)=[CH:23][CH:22]=4)[CH2:17]3)=[O:15])=[N:11][N:10]=2)=[CH:5][CH:4]=1.FC(F)(F)C(O)=O.[CH2:36]([C:38]1([OH:42])[CH2:41][NH:40][CH2:39]1)[CH3:37].CCN(C(C)C)C(C)C.C(O[BH-](OC(=O)C)OC(=O)C)(=O)C.[Na+]. The catalyst is C(Cl)Cl. The product is [CH2:36]([C:38]1([OH:42])[CH2:41][N:40]([CH2:25][C:24]2[CH:23]=[CH:22][C:21]([O:20][CH:18]3[CH2:19][N:16]([C:14]([C:12]4[O:13][C:9]([C:6]5[CH:7]=[CH:8][C:3]([O:2][CH3:1])=[CH:4][CH:5]=5)=[N:10][N:11]=4)=[O:15])[CH2:17]3)=[CH:28][CH:27]=2)[CH2:39]1)[CH3:37]. The yield is 0.520.